From a dataset of Catalyst prediction with 721,799 reactions and 888 catalyst types from USPTO. Predict which catalyst facilitates the given reaction. (1) Reactant: [Cl:1][C:2]1[CH:7]=[CH:6][CH:5]=[CH:4][C:3]=1[N:8]1[C:12]([S:13]([C:16]2[CH:21]=[CH:20][CH:19]=[C:18]([O:22][CH3:23])[N:17]=2)(=[O:15])=[O:14])=[CH:11][C:10]([CH2:24][N:25](C)[C:26](=O)OC(C)(C)C)=[N:9]1.C(O)C.C(OCC)(=O)C.Cl. Product: [ClH:1].[Cl:1][C:2]1[CH:7]=[CH:6][CH:5]=[CH:4][C:3]=1[N:8]1[C:12]([S:13]([C:16]2[CH:21]=[CH:20][CH:19]=[C:18]([O:22][CH3:23])[N:17]=2)(=[O:15])=[O:14])=[CH:11][C:10]([CH2:24][NH:25][CH3:26])=[N:9]1. The catalyst class is: 13. (2) Reactant: [OH-].[Na+].FC(F)(F)C(O)=O.[CH3:10][N:11]1[C:15]([CH2:16][CH2:17][C:18]([O:20]C)=[O:19])=[CH:14][N:13]=[CH:12]1.[ClH:22]. Product: [ClH:22].[CH3:10][N:11]1[C:15]([CH2:16][CH2:17][C:18]([OH:20])=[O:19])=[CH:14][NH:13][CH2:12]1. The catalyst class is: 1. (3) The catalyst class is: 119. Product: [CH:9]1([NH:12][C:13]([C:15]2[CH:20]=[C:19]([C:21]3[C:22]([C:30]([NH:32][C:33]4[S:34][CH:35]=[CH:36][N:37]=4)=[O:31])=[CH:23][C:24]([C:27]([NH:1][C:2]4[C:3]([CH3:8])=[N:4][NH:5][C:6]=4[CH3:7])=[O:28])=[CH:25][CH:26]=3)[C:18]([CH3:38])=[C:17]([F:39])[CH:16]=2)=[O:14])[CH2:11][CH2:10]1. Reactant: [NH2:1][C:2]1[C:3]([CH3:8])=[N:4][NH:5][C:6]=1[CH3:7].[CH:9]1([NH:12][C:13]([C:15]2[CH:16]=[C:17]([F:39])[C:18]([CH3:38])=[C:19]([C:21]3[CH:26]=[CH:25][C:24]([C:27](O)=[O:28])=[CH:23][C:22]=3[C:30]([NH:32][C:33]3[S:34][CH:35]=[CH:36][N:37]=3)=[O:31])[CH:20]=2)=[O:14])[CH2:11][CH2:10]1.Cl.CN(C)CCCN=C=NCC.CCOC(C)=O. (4) Reactant: [C:1]([O:5][C:6]([N:8]1[CH2:13][CH2:12][N:11]([C:14]2[CH:19]=[CH:18][C:17]([C:20]3[C:21]([CH3:35])=[N:22][O:23][C:24]=3[NH:25][C@H:26]([C:31]([O:33]C)=[O:32])[CH2:27][CH:28]([CH3:30])[CH3:29])=[CH:16][CH:15]=2)[CH2:10][CH2:9]1)=[O:7])([CH3:4])([CH3:3])[CH3:2].[Li+].[OH-].Cl. Product: [C:1]([O:5][C:6]([N:8]1[CH2:9][CH2:10][N:11]([C:14]2[CH:15]=[CH:16][C:17]([C:20]3[C:21]([CH3:35])=[N:22][O:23][C:24]=3[NH:25][C@H:26]([C:31]([OH:33])=[O:32])[CH2:27][CH:28]([CH3:30])[CH3:29])=[CH:18][CH:19]=2)[CH2:12][CH2:13]1)=[O:7])([CH3:2])([CH3:3])[CH3:4]. The catalyst class is: 5. (5) Reactant: [N+:1]([C:4]1[CH:5]=[C:6]([C:10]2[CH:19]=[CH:18][C:13]([C:14]([O:16][CH3:17])=[O:15])=[CH:12][CH:11]=2)[CH:7]=[CH:8][CH:9]=1)([O-])=O.Cl.C(=O)(O)[O-].[Na+]. Product: [NH2:1][C:4]1[CH:5]=[C:6]([C:10]2[CH:19]=[CH:18][C:13]([C:14]([O:16][CH3:17])=[O:15])=[CH:12][CH:11]=2)[CH:7]=[CH:8][CH:9]=1. The catalyst class is: 415. (6) Reactant: [CH3:1][C:2]([CH3:27])([CH2:12][N:13]1[C:25]2[C:24]3[CH:23]=[CH:22][CH:21]=[CH:20][C:19]=3[N:18]=[CH:17][C:16]=2[NH:15][C:14]1=[S:26])[CH2:3][NH:4][C:5](=[O:11])[O:6][C:7]([CH3:10])([CH3:9])[CH3:8].O.[CH2:29](O)C.[OH-].[NH4+].IC. Product: [CH3:1][C:2]([CH3:27])([CH2:12][N:13]1[C:25]2[C:24]3[CH:23]=[CH:22][CH:21]=[CH:20][C:19]=3[N:18]=[CH:17][C:16]=2[N:15]=[C:14]1[S:26][CH3:29])[CH2:3][NH:4][C:5](=[O:11])[O:6][C:7]([CH3:8])([CH3:9])[CH3:10]. The catalyst class is: 6. (7) Product: [CH2:1]([O:3][C:4](=[O:20])[CH2:5][N:6]1[C:14](=[O:15])[C:13]2[C:8](=[CH:9][CH:10]=[C:11]([NH2:16])[CH:12]=2)[C:7]1=[O:19])[CH3:2]. The catalyst class is: 285. Reactant: [CH2:1]([O:3][C:4](=[O:20])[CH2:5][N:6]1[C:14](=[O:15])[C:13]2[C:8](=[CH:9][CH:10]=[C:11]([N+:16]([O-])=O)[CH:12]=2)[C:7]1=[O:19])[CH3:2]. (8) Reactant: [F:1][C:2]1[CH:3]=[C:4]2[C:9](=[CH:10][CH:11]=1)[N:8]=[CH:7][CH:6]=[C:5]2[CH:12]1[CH2:17][CH2:16][CH:15]([C:18](O)=[O:19])[CH2:14][CH2:13]1.S(Cl)(Cl)=O.CN(C=O)C.[Cl:30][C:31]1[CH:36]=[CH:35][C:34]([CH2:37][NH2:38])=[CH:33][CH:32]=1. Product: [Cl:30][C:31]1[CH:36]=[CH:35][C:34]([CH2:37][NH:38][C:18]([CH:15]2[CH2:16][CH2:17][CH:12]([C:5]3[C:4]4[C:9](=[CH:10][CH:11]=[C:2]([F:1])[CH:3]=4)[N:8]=[CH:7][CH:6]=3)[CH2:13][CH2:14]2)=[O:19])=[CH:33][CH:32]=1. The catalyst class is: 47. (9) Reactant: N[C:2]1[CH:7]=[C:6]([F:8])[C:5]([CH3:9])=[CH:4][C:3]=1[S:10]([NH:13][C:14]1[CH:15]=[CH:16][CH:17]=[C:18]2[C:23]=1[N:22]=[CH:21][CH:20]=[CH:19]2)(=[O:12])=[O:11].N(OC(C)(C)C)=O.CC(O)=O. Product: [F:8][C:6]1[CH:7]=[C:2]2[C:3]([S:10](=[O:11])(=[O:12])[NH:13][C:14]3[C:15]2=[CH:16][CH:17]=[C:18]2[C:23]=3[N:22]=[CH:21][CH:20]=[CH:19]2)=[CH:4][C:5]=1[CH3:9]. The catalyst class is: 1. (10) Reactant: [CH3:1][S:2][C:3]1[S:7][C:6]2=[N:8][C:9]([C:11]3[O:12][C:13]4[CH:19]=[CH:18][CH:17]=[C:16]([O:20][CH2:21][C@H:22]5[CH2:26][CH2:25][CH2:24][N:23]5C(OC(C)(C)C)=O)[C:14]=4[N:15]=3)=[CH:10][N:5]2[N:4]=1.C(O)(C(F)(F)F)=O.[CH3:41][C:42]([O:45][C:46]([NH:48][C@@H:49]([C:56](O)=[O:57])[C:50]1[CH:55]=[CH:54][CH:53]=[CH:52][CH:51]=1)=[O:47])([CH3:44])[CH3:43].CN(C(ON1N=NC2C=CC=NC1=2)=[N+](C)C)C.F[P-](F)(F)(F)(F)F.CCN(C(C)C)C(C)C. Product: [CH3:1][S:2][C:3]1[S:7][C:6]2=[N:8][C:9]([C:11]3[O:12][C:13]4[CH:19]=[CH:18][CH:17]=[C:16]([O:20][CH2:21][C@H:22]5[CH2:26][CH2:25][CH2:24][N:23]5[C:56](=[O:57])[C@H:49]([NH:48][C:46](=[O:47])[O:45][C:42]([CH3:41])([CH3:44])[CH3:43])[C:50]5[CH:55]=[CH:54][CH:53]=[CH:52][CH:51]=5)[C:14]=4[N:15]=3)=[CH:10][N:5]2[N:4]=1. The catalyst class is: 2.